Dataset: Ames mutagenicity test results for genotoxicity prediction. Task: Regression/Classification. Given a drug SMILES string, predict its toxicity properties. Task type varies by dataset: regression for continuous values (e.g., LD50, hERG inhibition percentage) or binary classification for toxic/non-toxic outcomes (e.g., AMES mutagenicity, cardiotoxicity, hepatotoxicity). Dataset: ames. (1) The drug is Clc1ccc2oc3ccccc3c2c1. The result is 1 (mutagenic). (2) The compound is NNc1ccc([N+](=O)[O-])cc1[N+](=O)[O-]. The result is 1 (mutagenic).